Dataset: Peptide-MHC class I binding affinity with 185,985 pairs from IEDB/IMGT. Task: Regression. Given a peptide amino acid sequence and an MHC pseudo amino acid sequence, predict their binding affinity value. This is MHC class I binding data. (1) The peptide sequence is AIFQSSMTY. The MHC is HLA-A11:01 with pseudo-sequence HLA-A11:01. The binding affinity (normalized) is 0.851. (2) The peptide sequence is KFLDWMIFI. The MHC is HLA-A02:11 with pseudo-sequence HLA-A02:11. The binding affinity (normalized) is 0.872. (3) The MHC is HLA-A26:02 with pseudo-sequence HLA-A26:02. The peptide sequence is DTTTDISKY. The binding affinity (normalized) is 1.00. (4) The peptide sequence is VTENKKIQY. The MHC is HLA-A02:01 with pseudo-sequence HLA-A02:01. The binding affinity (normalized) is 0.0847. (5) The peptide sequence is SGFGGETPV. The MHC is HLA-A02:19 with pseudo-sequence HLA-A02:19. The binding affinity (normalized) is 0.0847.